This data is from Reaction yield outcomes from USPTO patents with 853,638 reactions. The task is: Predict the reaction yield, written as a fraction of the theoretical maximum amount of product (1.0 means a 100% yield; for example, 0.34 means a 34% yield). (1) The reactants are [C:1]([O-:6])(=[O:5])[C:2]([CH3:4])=[CH2:3].C1C[O:10][CH2:9][CH2:8]1. No catalyst specified. The product is [CH3:3][C:2]([C:1]([O:6][CH2:8][CH2:9][OH:10])=[O:5])=[CH2:4]. The yield is 1.00. (2) The reactants are [Cl:1][CH2:2][C:3]([NH:5][C:6]12[C:24](=[O:25])[C:23]3[C:18](=[CH:19][CH:20]=[CH:21][C:22]=3[N+:26]([O-])=O)[C:7]1([OH:29])[O:8][C:9]1[CH:14]=[C:13]([CH:15]([CH3:17])[CH3:16])[CH:12]=[CH:11][C:10]=12)=[O:4].O. The catalyst is Cl.C(O)C.[Fe]. The product is [NH2:26][C:22]1[CH:21]=[CH:20][CH:19]=[C:18]2[C:23]=1[C:24](=[O:25])[C:6]1([NH:5][C:3](=[O:4])[CH2:2][Cl:1])[C:10]3[CH:11]=[CH:12][C:13]([CH:15]([CH3:16])[CH3:17])=[CH:14][C:9]=3[O:8][C:7]12[OH:29]. The yield is 0.970.